From a dataset of Experimentally validated miRNA-target interactions with 360,000+ pairs, plus equal number of negative samples. Binary Classification. Given a miRNA mature sequence and a target amino acid sequence, predict their likelihood of interaction. (1) The miRNA is ath-miR167b with sequence UGAAGCUGCCAGCAUGAUCUA. The protein sequence of the target gene is MAASEDELLLPRLPELFETSKKLLEDVEVATEPTGSRTIQDKVSKGLELLEKAAGMLSQLDLFSRNEDLEEIASTDLKYLMVPALQGALTMKQVNPSKRLDHLQRAREHFVHFLTQCHCYHVAEFQLPQTKTNSAENNTASSSMAYPNLVAMASQRQAKIERYKQKKEVEHRLSALKSAVESGQADDERVREYHLLHLRRWIAVSLEELESIDQEIKILKEKDSPREETACHSSLPEKPPMKPFILTRNKAQAKVFGTGYPSLATMTVSDWYEQHQKYGVLPDRGIAKPASADFQRAAQQ.... Result: 0 (no interaction). (2) The miRNA is hsa-miR-5702 with sequence UGAGUCAGCAACAUAUCCCAUG. The protein sequence of the target gene is MKAAGILTLIGCLVTGAESKIYTRCKLAKIFSRAGLDNYWGFSLGNWICMAYYESGYNTTAQTVLDDGSIDYGIFQINSFAWCRRGKLKENNHCHVACSALVTDDLTDAIICAKKIVKETQGMNYWQGWKKHCEGRDLSDWKKDCEVS. Result: 0 (no interaction). (3) The miRNA is mmu-miR-466e-3p with sequence UAUACAUACACGCACACAUAAGA. The protein sequence of the target gene is MEINHPDQLSVEHPTPPGDSSSLNQNGPGKQDGERCSTSGQAPEQEGSLHPEKGAHDVAEELSRQLEDIISTYGSAASPRGKESTSETKEQPPNTEAPDNEDVDYEETTEEIDREPTAPEEPAAAKEPVSNKEQKLEKKILKGLGKEANLLMQNLNKLQAPEEKLDFLFKKYTELLDEHRTEQKKLKLLLKQQAQTQREKDQLQSEHNRAVLARSKLESLCRELQRHNKTLKEETLQRAREEEEKRKEITSHFQTTLTDIQTQIEQQSERNMKLCQENTELAEKLKSIIDQYELREEHLD.... Result: 1 (interaction). (4) The miRNA is dre-miR-133a-3p with sequence UUUGGUCCCCUUCAACCAGCUG. The protein sequence of the target gene is MAAMAVGGAGGSRVSSGRDLNCVPEIADTLGAVAKQGFDFLCMPVFHPRFKREFIQEPAKNRPGPQTRSDLLLSGRDWNTLIVGKLSPWIRPDSKVEKIRRNSEAAMLQELNFGAYLGLPAFLLPLNQEDNTNLARVLTNHIHTGHHSSMFWMRVPLVAPEDLRDDIIENAPTTHTEEYSGEEKTWMWWHNFRTLCDYSKRIAVALEIGADLPSNHVIDRWLGEPIKAAILPTSIFLTNKKGFPVLSKMHQRLIFRLLKLEVQFIITGTNHHSEKEFCSYLQYLEYLSQNRPPPNAYELF.... Result: 0 (no interaction). (5) The miRNA is hsa-miR-4632-3p with sequence UGCCGCCCUCUCGCUGCUCUAG. The protein sequence of the target gene is MAAPDLSTNLQEEATCAICLDYFTDPVMTDCGHNFCRECIRRCWGQPEGPYACPECRELSPQRNLRPNRPLAKMAEMARRLHPPSPVPQGVCPAHREPLAAFCGDELRLLCAACERSGEHWAHRVRPLQDAAEDLKAKLEKSLEHLRKQMQDALLFQAQADETCVLWQKMVESQRQNVLGEFERLRRLLAEEEQQLLQRLEEEELEVLPRLREGAAHLGQQSAHLAELIAELEGRCQLPALGLLQDIKDALRRVQDVKLQPPEVVPMELRTVCRVPGLVETLRRFRGDVTLDPDTANPEL.... Result: 0 (no interaction). (6) The miRNA is mmu-miR-125b-2-3p with sequence ACAAGUCAGGUUCUUGGGACCU. The protein sequence of the target gene is MGTASSLVSPTGGEVIEDTYGAGGGEACEIPVEVKPKARLLRSSFRRGAGAGPGSLPRAAGGGGLLGASFKSTGSSVPELEYAAAEFERLKKEYEIFRVSKNQELLSMGRREAKLDTENKRLRAELQALQKTYQKILREKEGALEAKYQAMERAVTFEHDRDRVKRQFKIFRETKENEIQDLLRAKRELESKLQRLQAQGIQVFDPGESDSDDNCTDVTAAGTQCEYWASRALGSEHSIGSMIQLPQPFRGPEFAHSSIDVEGPFANINRDDWDAAVAGLLQATPLFSHSLWSHPVRCYL.... Result: 1 (interaction). (7) The miRNA is hsa-miR-616-3p with sequence AGUCAUUGGAGGGUUUGAGCAG. The protein sequence of the target gene is MMMVRRGLLAWISRVVVLLVLLCCAISVLYMLACTPKGDEEQLALPRANSPTGKEGYQAVLQEWEEQHRNYVSSLKRQIAQLKEELQERSEQLRNGQYQASDAAGLGLDRSPPEKTQADLLAFLHSQVDKAEVNAGVKLATEYAAVPFDSFTLQKVYQLETGLTRHPEEKPVRKDKRDELVEAIESALETLNSPAENSPNHRPYTASDFIEGIYRTERDKGTLYELTFKGDHKHEFKRLILFRPFGPIMKVKNEKLNMANTLINVIVPLAKRVDKFRQFMQNFREMCIEQDGRVHLTVVY.... Result: 1 (interaction). (8) The miRNA is hsa-miR-5187-5p with sequence UGGGAUGAGGGAUUGAAGUGGA. The protein sequence of the target gene is MEHSGTSEVTGADTAGPDPQLAVTMGFTGFGKKARTFDLEAMFEQTRRTAVERSRKTLEAREKEEEMNREKELRKQIEDMEPAPSSSSAARERSQSSCRDTSSSDSESDDSSDSSDDELIGPPLPPKMVGESVTTVDEGTLGPLPPPLCEEGEDDDDDELDDEGEEDNPVQRIPDSHEITLRHGTKTVSALGLDPSGARLVTGGYDYDVKFWDFAGMDASFKAFRSLQPCECHQIKSLQYSNTGDMILVVSGSSQAKVIDRDGFEVMECIKGDQYIVDMANTKGHTAMLHTDSWHPKIKG.... Result: 0 (no interaction). (9) The miRNA is hsa-miR-6081 with sequence AGGAGCAGUGCCGGCCAAGGCGCC. The protein sequence of the target gene is MARARGSPCPPLPPGRMSWPHGALLFLWLFSPPLGAGGGGVAVTSAAGGGSPPATSCPVACSCSNQASRVICTRRDLAEVPASIPVNTRYLNLQENGIQVIRTDTFKHLRHLEILQLSKNLVRKIEVGAFNGLPSLNTLELFDNRLTTVPTQAFEYLSKLRELWLRNNPIESIPSYAFNRVPSLRRLDLGELKRLEYISEAAFEGLVNLRYLNLGMCNLKDIPNLTALVRLEELELSGNRLDLIRPGSFQGLTSLRKLWLMHAQVATIERNAFDDLKSLEELNLSHNNLMSLPHDLFTPL.... Result: 1 (interaction). (10) The miRNA is hsa-miR-381-3p with sequence UAUACAAGGGCAAGCUCUCUGU. The protein sequence of the target gene is MPQVTFNDVAIDFTHEEWGWLSSAQRDLYKDVMVQNYENLVSVAGLSVTKPYVITLLEDGKEPWMMEKKLSKGMIPDWESRWENKELSTKKDNYDEDSPQTVIIEKVVKQSYEFSNSKKNLEYIEKLEGKHGSQVDHFRPAILTSRESPTADSVYKYNIFRSTFHSKSTLSEPQKISAEGNSHKYDILKKNLPKKSVIKNEKVNGGKKLLNSNKSGAAFSQGKSLTLPQTCNREKIYTCSECGKAFGKQSILNRHWRIHTGEKPYECRECGKTFSHGSSLTRHLISHSGEKPYKCIECGK.... Result: 1 (interaction).